Dataset: Forward reaction prediction with 1.9M reactions from USPTO patents (1976-2016). Task: Predict the product of the given reaction. (1) Given the reactants Cl[CH2:2][C:3]([NH:5][C:6]1[CH:11]=[CH:10][C:9]([N+:12]([O-:14])=[O:13])=[CH:8][CH:7]=1)=[O:4].Cl.[F:16][C:17]1[CH:29]=[CH:28][C:20]([CH2:21][CH:22]2[CH2:27][CH2:26][NH:25][CH2:24][CH2:23]2)=[CH:19][CH:18]=1, predict the reaction product. The product is: [F:16][C:17]1[CH:18]=[CH:19][C:20]([CH2:21][CH:22]2[CH2:23][CH2:24][N:25]([CH2:2][C:3]([NH:5][C:6]3[CH:11]=[CH:10][C:9]([N+:12]([O-:14])=[O:13])=[CH:8][CH:7]=3)=[O:4])[CH2:26][CH2:27]2)=[CH:28][CH:29]=1. (2) The product is: [F:48][C:42]1[C:43]([F:47])=[CH:44][CH:45]=[CH:46][C:41]=1[C@@:13]1([NH:12][C:10]([NH:9][C:1](=[O:8])[C:2]2[CH:7]=[CH:6][CH:5]=[CH:4][CH:3]=2)=[S:11])[C@H:14]([CH2:39][OH:40])[C@@H:15]([CH2:18][O:19][C:20]([C:33]2[CH:38]=[CH:37][CH:36]=[CH:35][CH:34]=2)([C:21]2[CH:22]=[CH:23][CH:24]=[CH:25][CH:26]=2)[C:27]2[CH:32]=[CH:31][CH:30]=[CH:29][CH:28]=2)[O:16][CH2:17]1. Given the reactants [C:1]([N:9]=[C:10]=[S:11])(=[O:8])[C:2]1[CH:7]=[CH:6][CH:5]=[CH:4][CH:3]=1.[NH2:12][C@@:13]1([C:41]2[CH:46]=[CH:45][CH:44]=[C:43]([F:47])[C:42]=2[F:48])[CH2:17][O:16][C@H:15]([CH2:18][O:19][C:20]([C:33]2[CH:38]=[CH:37][CH:36]=[CH:35][CH:34]=2)([C:27]2[CH:32]=[CH:31][CH:30]=[CH:29][CH:28]=2)[C:21]2[CH:26]=[CH:25][CH:24]=[CH:23][CH:22]=2)[C@H:14]1[CH2:39][OH:40], predict the reaction product.